From a dataset of Catalyst prediction with 721,799 reactions and 888 catalyst types from USPTO. Predict which catalyst facilitates the given reaction. (1) Reactant: [NH2:1][C:2]1[CH:3]=[CH:4][C:5]([N:9]2[CH2:18][CH2:17][C:12]3([O:16][CH2:15][CH2:14][O:13]3)[CH2:11][CH2:10]2)=[C:6]([F:8])[CH:7]=1.Cl[C:20]([O:22][CH2:23][CH3:24])=[O:21]. Product: [CH2:23]([O:22][C:20]([NH:1][C:2]1[CH:3]=[CH:4][C:5]([N:9]2[CH2:18][CH2:17][C:12]3([O:16][CH2:15][CH2:14][O:13]3)[CH2:11][CH2:10]2)=[C:6]([F:8])[CH:7]=1)=[O:21])[CH3:24]. The catalyst class is: 17. (2) The catalyst class is: 7. Reactant: II.[F:3][C:4]([F:37])([F:36])[CH2:5][CH2:6][CH:7]([NH:28][C:29](=[O:35])[O:30][C:31]([CH3:34])([CH3:33])[CH3:32])[CH2:8][O:9][C:10]1[C:11]([CH:26]=O)=[CH:12][C:13]2[C:22]3[C:17](=[CH:18][N:19]=[CH:20][CH:21]=3)[C:16](=[O:23])[N:15]([CH3:24])[C:14]=2[CH:25]=1.[NH3:38].[O-]S([O-])(=S)=O.[Na+].[Na+]. Product: [C:26]([C:11]1[C:10]([O:9][CH2:8][CH:7]([NH:28][C:29](=[O:35])[O:30][C:31]([CH3:33])([CH3:32])[CH3:34])[CH2:6][CH2:5][C:4]([F:36])([F:37])[F:3])=[CH:25][C:14]2[N:15]([CH3:24])[C:16](=[O:23])[C:17]3[C:22]([C:13]=2[CH:12]=1)=[CH:21][CH:20]=[N:19][CH:18]=3)#[N:38]. (3) Reactant: [Cl-].[CH3:2][C:3]1[CH:8]=[C:7]([CH3:9])[CH:6]=[C:5]([CH3:10])[C:4]=1[N+:11]1[CH:15]=[CH:14][N:13]([C:16]2[C:21]([CH3:22])=[CH:20][C:19]([CH3:23])=[CH:18][C:17]=2[CH3:24])[CH:12]=1.[S:25]([C:29]1[CH:35]=[CH:34][C:32]([CH3:33])=[CH:31][CH:30]=1)([O-:28])(=[O:27])=[O:26].[Na+]. Product: [S:25]([C:29]1[CH:35]=[CH:34][C:32]([CH3:33])=[CH:31][CH:30]=1)([O-:28])(=[O:27])=[O:26].[CH3:2][C:3]1[CH:8]=[C:7]([CH3:9])[CH:6]=[C:5]([CH3:10])[C:4]=1[N+:11]1[CH:15]=[CH:14][N:13]([C:16]2[C:21]([CH3:22])=[CH:20][C:19]([CH3:23])=[CH:18][C:17]=2[CH3:24])[CH:12]=1. The catalyst class is: 5. (4) Reactant: [Br:1][C:2]1[CH:3]=[C:4]([C:13]2[CH:18]=[CH:17][CH:16]=[CH:15][CH:14]=2)[CH:5]=[CH:6][C:7]=1[C:8]#[C:9][C:10]([OH:12])=O.[Cl:19][C:20]1[CH:21]=[C:22]([NH2:33])[CH:23]=[CH:24][C:25]=1[CH2:26][CH2:27][N:28]([CH2:31][CH3:32])[CH2:29][CH3:30]. Product: [ClH:19].[Cl:19][C:20]1[CH:21]=[C:22]([NH:33][C:10](=[O:12])[C:9]#[C:8][C:7]2[CH:6]=[CH:5][C:4]([C:13]3[CH:18]=[CH:17][CH:16]=[CH:15][CH:14]=3)=[CH:3][C:2]=2[Br:1])[CH:23]=[CH:24][C:25]=1[CH2:26][CH2:27][N:28]([CH2:31][CH3:32])[CH2:29][CH3:30]. The catalyst class is: 98. (5) Reactant: [CH3:1][N:2]([CH3:7])[S:3](Cl)(=[O:5])=[O:4].CCN(CC)CC.[CH3:15][C:16]1[NH:17][CH:18]=[CH:19][N:20]=1. Product: [CH3:1][N:2]([CH3:7])[S:3]([N:17]1[CH:18]=[CH:19][N:20]=[C:16]1[CH3:15])(=[O:5])=[O:4]. The catalyst class is: 26.